Task: Predict which catalyst facilitates the given reaction.. Dataset: Catalyst prediction with 721,799 reactions and 888 catalyst types from USPTO Reactant: Cl.[C:2]1([C:8]2[CH2:13][NH:12][CH2:11][CH2:10][C:9]=2[CH2:14][OH:15])[CH:7]=[CH:6][CH:5]=[CH:4][CH:3]=1.[CH3:16]CN(CC)CC.C=O.[BH-](OC(C)=O)(OC(C)=O)OC(C)=O.[Na+]. Product: [CH3:16][N:12]1[CH2:13][C:8]([C:2]2[CH:3]=[CH:4][CH:5]=[CH:6][CH:7]=2)=[C:9]([CH2:14][OH:15])[CH2:10][CH2:11]1. The catalyst class is: 10.